Dataset: Forward reaction prediction with 1.9M reactions from USPTO patents (1976-2016). Task: Predict the product of the given reaction. (1) The product is: [CH3:1][C:2]1[C:3](=[O:8])[CH2:4][CH2:5][C:6]=1[NH:12][C:11]1[CH:13]=[CH:14][CH:15]=[CH:16][C:10]=1[C:9]([O:18][CH3:19])=[O:17].[CH3:10][CH2:9][O:17][C:6]([CH3:2])=[O:7]. Given the reactants [CH3:1][CH:2]1[C:6](=[O:7])[CH2:5][CH2:4][C:3]1=[O:8].[C:9]([O:18][CH3:19])(=[O:17])[C:10]1[C:11](=[CH:13][CH:14]=[CH:15][CH:16]=1)[NH2:12], predict the reaction product. (2) Given the reactants NC1(C2C=CC(C3C(=O)C4C(=CC=C(F)C=4)OC=3C3C=CC=CC=3)=CC=2)CCC1.C(OC(=O)[NH:36][C:37]1([C:41]2[CH:46]=[CH:45][C:44]([C:47]3[C:56](=[O:57])[C:55]4[C:50](=[CH:51][C:52]([O:58][CH3:59])=[CH:53][CH:54]=4)[O:49][C:48]=3[C:60]3[CH:65]=[CH:64][CH:63]=[CH:62][CH:61]=3)=[CH:43][CH:42]=2)[CH2:40][CH2:39][CH2:38]1)(C)(C)C, predict the reaction product. The product is: [NH2:36][C:37]1([C:41]2[CH:42]=[CH:43][C:44]([C:47]3[C:56](=[O:57])[C:55]4[C:50](=[CH:51][C:52]([O:58][CH3:59])=[CH:53][CH:54]=4)[O:49][C:48]=3[C:60]3[CH:65]=[CH:64][CH:63]=[CH:62][CH:61]=3)=[CH:45][CH:46]=2)[CH2:38][CH2:39][CH2:40]1. (3) The product is: [Li:1].[C-:10]1[C:11]2[C:6](=[CH:5][CH:4]=[CH:3][CH:2]=2)[CH:7]=[CH:8][CH:9]=1. Given the reactants [Li:1].[CH:2]1[C:11]2[C:6](=[CH:7][CH:8]=[CH:9][CH:10]=2)[CH:5]=[CH:4][CH:3]=1.[Cl-].[NH4+], predict the reaction product. (4) Given the reactants [ClH:1].[NH2:2][C@@H:3]([CH2:24][C:25]1[CH:30]=[CH:29][C:28]([NH:31][C:32]2[CH:37]=[C:36]([C:38]3[CH:43]=[CH:42][C:41]([F:44])=[CH:40][CH:39]=3)[N:35]=[CH:34][N:33]=2)=[CH:27][CH:26]=1)[C@H:4]([OH:23])[CH2:5][NH:6][C:7]1([C:13]2[CH:18]=[CH:17][CH:16]=[C:15]([C:19]([CH3:22])([CH3:21])[CH3:20])[CH:14]=2)[CH2:12][CH2:11][CH2:10][CH2:9][CH2:8]1.CCN(CC)CC.[CH3:52][C:53](OC(C)=O)=[O:54], predict the reaction product. The product is: [ClH:1].[C:19]([C:15]1[CH:14]=[C:13]([C:7]2([NH:6][CH2:5][C@@H:4]([OH:23])[C@@H:3]([NH:2][C:53](=[O:54])[CH3:52])[CH2:24][C:25]3[CH:30]=[CH:29][C:28]([NH:31][C:32]4[CH:37]=[C:36]([C:38]5[CH:43]=[CH:42][C:41]([F:44])=[CH:40][CH:39]=5)[N:35]=[CH:34][N:33]=4)=[CH:27][CH:26]=3)[CH2:12][CH2:11][CH2:10][CH2:9][CH2:8]2)[CH:18]=[CH:17][CH:16]=1)([CH3:22])([CH3:20])[CH3:21]. (5) Given the reactants [Cl:1][C:2]1[CH:7]=[CH:6][C:5]([C:8]2[C:13]([O:14][C@@H:15]([CH3:20])[C:16]([F:19])([F:18])[F:17])=[CH:12][N:11]=[C:10]([C:21](O)=[O:22])[CH:9]=2)=[CH:4][CH:3]=1.Cl.[CH3:25][O:26][C:27]1[CH:31]=[C:30]([CH2:32][NH2:33])[O:29][N:28]=1, predict the reaction product. The product is: [Cl:1][C:2]1[CH:3]=[CH:4][C:5]([C:8]2[C:13]([O:14][C@@H:15]([CH3:20])[C:16]([F:19])([F:17])[F:18])=[CH:12][N:11]=[C:10]([C:21]([NH:33][CH2:32][C:30]3[O:29][N:28]=[C:27]([O:26][CH3:25])[CH:31]=3)=[O:22])[CH:9]=2)=[CH:6][CH:7]=1. (6) Given the reactants [CH:1]([NH:4][C:5]1[O:6][C:7]([C:10]2[CH:11]=[C:12]3[C:16](=[CH:17][CH:18]=2)[N:15]([S:19]([C:22]2[CH:28]=[CH:27][C:25]([CH3:26])=[CH:24][CH:23]=2)(=[O:21])=[O:20])[CH:14]=[C:13]3B2OC(C)(C)C(C)(C)O2)=[N:8][N:9]=1)([CH3:3])[CH3:2].Cl[C:39]1[N:44]=[C:43]([C:45]([O:47][CH3:48])=[O:46])[CH:42]=[C:41]([CH:49]2[CH2:51][CH2:50]2)[N:40]=1.P([O-])([O-])([O-])=O.[K+].[K+].[K+].C1(P(C2CCCCC2)C2C=CC=CC=2C2C(C(C)C)=CC(C(C)C)=CC=2C(C)C)CCCCC1, predict the reaction product. The product is: [CH:49]1([C:41]2[N:40]=[C:39]([C:13]3[C:12]4[C:16](=[CH:17][CH:18]=[C:10]([C:7]5[O:6][C:5]([NH:4][CH:1]([CH3:2])[CH3:3])=[N:9][N:8]=5)[CH:11]=4)[N:15]([S:19]([C:22]4[CH:28]=[CH:27][C:25]([CH3:26])=[CH:24][CH:23]=4)(=[O:20])=[O:21])[CH:14]=3)[N:44]=[C:43]([C:45]([O:47][CH3:48])=[O:46])[CH:42]=2)[CH2:50][CH2:51]1.